Dataset: Reaction yield outcomes from USPTO patents with 853,638 reactions. Task: Predict the reaction yield, written as a fraction of the theoretical maximum amount of product (1.0 means a 100% yield; for example, 0.34 means a 34% yield). The reactants are Br[C:2]1[CH:42]=[CH:41][C:5]2[NH:6][C:7]([C@@H:9]([NH:33][C:34](=[O:40])[O:35][C:36]([CH3:39])([CH3:38])[CH3:37])[CH2:10][C:11](=[O:32])[NH:12][C:13]([C:26]3[CH:31]=[CH:30][CH:29]=[CH:28][CH:27]=3)([C:20]3[CH:25]=[CH:24][CH:23]=[CH:22][CH:21]=3)[C:14]3[CH:19]=[CH:18][CH:17]=[CH:16][CH:15]=3)=[N:8][C:4]=2[CH:3]=1.[Cl:43][C:44]1[CH:49]=[C:48]([C:50]#[N:51])[CH:47]=[CH:46][C:45]=1B(O)O.C(=O)([O-])[O-].[Na+].[Na+]. The catalyst is COCCOC.C(OCC)(=O)C.C1C=CC([P]([Pd]([P](C2C=CC=CC=2)(C2C=CC=CC=2)C2C=CC=CC=2)([P](C2C=CC=CC=2)(C2C=CC=CC=2)C2C=CC=CC=2)[P](C2C=CC=CC=2)(C2C=CC=CC=2)C2C=CC=CC=2)(C2C=CC=CC=2)C2C=CC=CC=2)=CC=1. The product is [Cl:43][C:44]1[CH:49]=[C:48]([C:50]#[N:51])[CH:47]=[CH:46][C:45]=1[C:2]1[CH:42]=[CH:41][C:5]2[NH:6][C:7]([C@@H:9]([NH:33][C:34](=[O:40])[O:35][C:36]([CH3:39])([CH3:38])[CH3:37])[CH2:10][C:11](=[O:32])[NH:12][C:13]([C:14]3[CH:15]=[CH:16][CH:17]=[CH:18][CH:19]=3)([C:20]3[CH:21]=[CH:22][CH:23]=[CH:24][CH:25]=3)[C:26]3[CH:27]=[CH:28][CH:29]=[CH:30][CH:31]=3)=[N:8][C:4]=2[CH:3]=1. The yield is 0.480.